From a dataset of Full USPTO retrosynthesis dataset with 1.9M reactions from patents (1976-2016). Predict the reactants needed to synthesize the given product. The reactants are: [C:1]1([CH:7](O)[CH2:8][C:9]2[CH:14]=[CH:13][CH:12]=[CH:11][CH:10]=2)[CH:6]=[CH:5][CH:4]=[CH:3][CH:2]=1.P(Br)(Br)[Br:17].O. Given the product [Br:17][CH:7]([C:1]1[CH:6]=[CH:5][CH:4]=[CH:3][CH:2]=1)[CH2:8][C:9]1[CH:14]=[CH:13][CH:12]=[CH:11][CH:10]=1, predict the reactants needed to synthesize it.